Dataset: CYP1A2 inhibition data for predicting drug metabolism from PubChem BioAssay. Task: Regression/Classification. Given a drug SMILES string, predict its absorption, distribution, metabolism, or excretion properties. Task type varies by dataset: regression for continuous measurements (e.g., permeability, clearance, half-life) or binary classification for categorical outcomes (e.g., BBB penetration, CYP inhibition). Dataset: cyp1a2_veith. (1) The drug is O=C(O)c1cccnc1. The result is 0 (non-inhibitor). (2) The molecule is NC(N)=NCCCC(=O)O. The result is 0 (non-inhibitor). (3) The molecule is Cc1cn([C@@H]2C[C@H](N=[N+]=N)[C@H](CO)O2)c(=O)[nH]c1=O. The result is 0 (non-inhibitor). (4) The molecule is COc1cc(C=O)ccc1OCCOCCOc1ccccc1Cl. The result is 1 (inhibitor). (5) The compound is COc1ccccc1CCn1c(=O)c(CCc2ccccc2)nc2cncnc21. The result is 1 (inhibitor).